This data is from Reaction yield outcomes from USPTO patents with 853,638 reactions. The task is: Predict the reaction yield, written as a fraction of the theoretical maximum amount of product (1.0 means a 100% yield; for example, 0.34 means a 34% yield). (1) The reactants are [Br:1][C:2]1[CH:3]=[C:4]([N:8]2[C:16]3[CH:15]=[C:14]([Cl:17])[N:13]=[CH:12][C:11]=3[C:10]([C:18]([O:20]C)=O)=[N:9]2)[CH:5]=[CH:6][CH:7]=1.[NH3:22]. No catalyst specified. The product is [Br:1][C:2]1[CH:3]=[C:4]([N:8]2[C:16]3[CH:15]=[C:14]([Cl:17])[N:13]=[CH:12][C:11]=3[C:10]([C:18]([NH2:22])=[O:20])=[N:9]2)[CH:5]=[CH:6][CH:7]=1. The yield is 0.520. (2) The reactants are Br[C:2]1[CH:11]=[CH:10][CH:9]=[C:8]2[C:3]=1[CH2:4][CH2:5][N:6]([C:12]([O:14][C:15]([CH3:18])([CH3:17])[CH3:16])=[O:13])[CH2:7]2.C([Sn](CCCC)(CCCC)[C:24]1[CH:29]=[CH:28][N:27]=[CH:26][CH:25]=1)CCC.[Li+].[Cl-]. The catalyst is C1(C)C=CC=CC=1. The product is [N:27]1[CH:28]=[CH:29][C:24]([C:2]2[CH:11]=[CH:10][CH:9]=[C:8]3[C:3]=2[CH2:4][CH2:5][N:6]([C:12]([O:14][C:15]([CH3:18])([CH3:17])[CH3:16])=[O:13])[CH2:7]3)=[CH:25][CH:26]=1. The yield is 0.640. (3) The reactants are [C:1]([O:5][C:6](=[O:22])[NH:7][C:8]([CH3:21])([CH3:20])[CH2:9][C:10]1[C:18]2[C:13](=[C:14]([OH:19])[CH:15]=[CH:16][CH:17]=2)[NH:12][CH:11]=1)([CH3:4])([CH3:3])[CH3:2].[H-].[Na+].[CH3:25][O:26][C:27](=[O:35])[C:28]1[CH:33]=[CH:32][C:31](Cl)=[N:30][CH:29]=1.O. The catalyst is CN(C)C=O. The product is [CH3:25][O:26][C:27](=[O:35])[C:28]1[CH:33]=[CH:32][C:31]([O:19][C:14]2[CH:15]=[CH:16][CH:17]=[C:18]3[C:13]=2[NH:12][CH:11]=[C:10]3[CH2:9][C:8]([NH:7][C:6]([O:5][C:1]([CH3:4])([CH3:2])[CH3:3])=[O:22])([CH3:21])[CH3:20])=[N:30][CH:29]=1. The yield is 0.580. (4) The reactants are [CH3:1][O:2][C:3]([C:5]1[C:10](Br)=[C:9]([NH2:12])[N:8]=[C:7]([C:13]2[CH:18]=[CH:17][C:16]([Cl:19])=[C:15]([O:20][CH3:21])[C:14]=2[F:22])[N:6]=1)=[O:4].[CH3:23][Si:24]([CH3:41])([CH3:40])[C:25]#[C:26][Sn](CCCC)(CCCC)CCCC. The catalyst is ClCCCl.Cl[Pd](Cl)([P](C1C=CC=CC=1)(C1C=CC=CC=1)C1C=CC=CC=1)[P](C1C=CC=CC=1)(C1C=CC=CC=1)C1C=CC=CC=1. The product is [CH3:1][O:2][C:3]([C:5]1[C:10]([C:26]#[C:25][Si:24]([CH3:41])([CH3:40])[CH3:23])=[C:9]([NH2:12])[N:8]=[C:7]([C:13]2[CH:18]=[CH:17][C:16]([Cl:19])=[C:15]([O:20][CH3:21])[C:14]=2[F:22])[N:6]=1)=[O:4]. The yield is 0.790.